This data is from NCI-60 drug combinations with 297,098 pairs across 59 cell lines. The task is: Regression. Given two drug SMILES strings and cell line genomic features, predict the synergy score measuring deviation from expected non-interaction effect. (1) Drug 1: C1CCC(CC1)NC(=O)N(CCCl)N=O. Drug 2: CC1=C(C=C(C=C1)NC(=O)C2=CC=C(C=C2)CN3CCN(CC3)C)NC4=NC=CC(=N4)C5=CN=CC=C5. Cell line: T-47D. Synergy scores: CSS=8.32, Synergy_ZIP=0.632, Synergy_Bliss=5.99, Synergy_Loewe=3.85, Synergy_HSA=5.63. (2) Cell line: A549. Synergy scores: CSS=64.0, Synergy_ZIP=5.36, Synergy_Bliss=3.40, Synergy_Loewe=-9.87, Synergy_HSA=7.07. Drug 2: CC1CCCC2(C(O2)CC(NC(=O)CC(C(C(=O)C(C1O)C)(C)C)O)C(=CC3=CSC(=N3)C)C)C. Drug 1: CC1=C(C(CCC1)(C)C)C=CC(=CC=CC(=CC(=O)O)C)C. (3) Drug 2: C1CN(P(=O)(OC1)NCCCl)CCCl. Synergy scores: CSS=-2.34, Synergy_ZIP=-0.292, Synergy_Bliss=-3.00, Synergy_Loewe=-6.06, Synergy_HSA=-3.98. Cell line: SF-539. Drug 1: CC(C1=C(C=CC(=C1Cl)F)Cl)OC2=C(N=CC(=C2)C3=CN(N=C3)C4CCNCC4)N. (4) Drug 1: CC1C(C(CC(O1)OC2CC(CC3=C2C(=C4C(=C3O)C(=O)C5=C(C4=O)C(=CC=C5)OC)O)(C(=O)CO)O)N)O.Cl. Drug 2: C1CC(=O)NC(=O)C1N2C(=O)C3=CC=CC=C3C2=O. Cell line: HT29. Synergy scores: CSS=3.78, Synergy_ZIP=-0.730, Synergy_Bliss=2.96, Synergy_Loewe=1.91, Synergy_HSA=1.72. (5) Drug 1: C1=CC(=C2C(=C1NCCNCCO)C(=O)C3=C(C=CC(=C3C2=O)O)O)NCCNCCO. Drug 2: CC1C(C(CC(O1)OC2CC(CC3=C2C(=C4C(=C3O)C(=O)C5=C(C4=O)C(=CC=C5)OC)O)(C(=O)CO)O)N)O.Cl. Synergy scores: CSS=56.7, Synergy_ZIP=-2.99, Synergy_Bliss=-6.13, Synergy_Loewe=-2.61, Synergy_HSA=-1.01. Cell line: SN12C. (6) Drug 1: C1CC(=O)NC(=O)C1N2CC3=C(C2=O)C=CC=C3N. Drug 2: CC1=C(C(CCC1)(C)C)C=CC(=CC=CC(=CC(=O)O)C)C. Cell line: MALME-3M. Synergy scores: CSS=34.1, Synergy_ZIP=3.47, Synergy_Bliss=3.92, Synergy_Loewe=-7.70, Synergy_HSA=4.51. (7) Drug 1: CCCCCOC(=O)NC1=NC(=O)N(C=C1F)C2C(C(C(O2)C)O)O. Drug 2: CC1=C2C(C(=O)C3(C(CC4C(C3C(C(C2(C)C)(CC1OC(=O)C(C(C5=CC=CC=C5)NC(=O)C6=CC=CC=C6)O)O)OC(=O)C7=CC=CC=C7)(CO4)OC(=O)C)O)C)OC(=O)C. Cell line: K-562. Synergy scores: CSS=36.9, Synergy_ZIP=4.30, Synergy_Bliss=-3.43, Synergy_Loewe=-32.7, Synergy_HSA=-5.16. (8) Synergy scores: CSS=-10.2, Synergy_ZIP=-0.591, Synergy_Bliss=-10.6, Synergy_Loewe=-9.03, Synergy_HSA=-12.9. Drug 1: CC(C)(C#N)C1=CC(=CC(=C1)CN2C=NC=N2)C(C)(C)C#N. Drug 2: C#CCC(CC1=CN=C2C(=N1)C(=NC(=N2)N)N)C3=CC=C(C=C3)C(=O)NC(CCC(=O)O)C(=O)O. Cell line: SN12C.